Dataset: Reaction yield outcomes from USPTO patents with 853,638 reactions. Task: Predict the reaction yield, written as a fraction of the theoretical maximum amount of product (1.0 means a 100% yield; for example, 0.34 means a 34% yield). The reactants are F[C:2]1[CH:25]=[CH:24][C:5]([CH2:6][N:7]2[C:11](=[O:12])[N:10]([C:13]3[S:17][C:16]([C:18]([O:20]CC)=[O:19])=[C:15]([CH3:23])[CH:14]=3)[CH:9]=[N:8]2)=[CH:4][CH:3]=1.C(N1C(=O)N(C2SC(C(OCC)=O)=C(C)C=2)C=N1)C1C=CC=CC=1. No catalyst specified. The product is [CH2:6]([N:7]1[C:11](=[O:12])[N:10]([C:13]2[S:17][C:16]([C:18]([OH:20])=[O:19])=[C:15]([CH3:23])[CH:14]=2)[CH:9]=[N:8]1)[C:5]1[CH:24]=[CH:25][CH:2]=[CH:3][CH:4]=1. The yield is 0.860.